Dataset: Full USPTO retrosynthesis dataset with 1.9M reactions from patents (1976-2016). Task: Predict the reactants needed to synthesize the given product. (1) Given the product [CH3:20][O:19][N:18]([CH3:17])[C:13]([CH:10]1[CH2:11][CH2:12][N:8]([C:6]([O:5][C:1]([CH3:2])([CH3:3])[CH3:4])=[O:7])[CH2:9]1)=[O:15], predict the reactants needed to synthesize it. The reactants are: [C:1]([O:5][C:6]([N:8]1[CH2:12][CH2:11][CH:10]([C:13]([OH:15])=O)[CH2:9]1)=[O:7])([CH3:4])([CH3:3])[CH3:2].Cl.[CH3:17][NH:18][O:19][CH3:20].CCN(C(C)C)C(C)C.CCN=C=NCCCN(C)C.Cl. (2) Given the product [O:8]=[C:9]1[CH:10]=[C:11]([C:12]([OH:14])=[O:13])[CH:15]=[CH:16][NH:17]1, predict the reactants needed to synthesize it. The reactants are: COC1C=CC(C[O:8][C:9]2[CH:10]=[C:11]([CH:15]=[CH:16][N:17]=2)[C:12]([OH:14])=[O:13])=CC=1.C1(OC)C=CC=CC=1. (3) Given the product [F:10][C:8]1[CH:7]=[C:4]([CH:3]=[C:2]([C:23]#[C:22][Si:19]([CH3:21])([CH3:20])[CH3:18])[CH:9]=1)[C:5]#[N:6], predict the reactants needed to synthesize it. The reactants are: Br[C:2]1[CH:3]=[C:4]([CH:7]=[C:8]([F:10])[CH:9]=1)[C:5]#[N:6].C(N(CC)CC)C.[CH3:18][Si:19]([C:22]#[CH:23])([CH3:21])[CH3:20]. (4) Given the product [S:1]1[CH:5]=[CH:4][CH:3]=[C:2]1[CH2:6][C:7]([NH:9][C:10]1[CH:11]=[CH:12][C:13]2[N:18]=[C:17]([NH:19][C@H:20]([C:28]([O:30][CH3:35])=[O:29])[CH2:21][C:22]3[CH:23]=[CH:24][CH:25]=[CH:26][CH:27]=3)[O:16][C:15](=[O:31])[C:14]=2[C:32]=1[CH3:33])=[O:8], predict the reactants needed to synthesize it. The reactants are: [S:1]1[CH:5]=[CH:4][CH:3]=[C:2]1[CH2:6][C:7]([NH:9][C:10]1[CH:11]=[CH:12][C:13]2[N:18]=[C:17]([NH:19][C@H:20]([C:28]([OH:30])=[O:29])[CH2:21][C:22]3[CH:27]=[CH:26][CH:25]=[CH:24][CH:23]=3)[O:16][C:15](=[O:31])[C:14]=2[C:32]=1[CH3:33])=[O:8].N1(C(N)=O)CCC[CH2:35]1. (5) Given the product [Cl:1][C:2]1[CH:7]=[C:6]([C:8]2[CH:13]=[C:12]([Cl:14])[CH:11]=[CH:10][C:9]=2[CH3:18])[N:5]=[C:4]([CH3:17])[N:3]=1.[ClH:31].[C:4]([NH2:5])(=[NH:3])[CH3:17], predict the reactants needed to synthesize it. The reactants are: [Cl:1][C:2]1[CH:7]=[C:6]([C:8]2[CH:13]=[C:12]([Cl:14])[CH:11]=[CH:10][C:9]=2OC)[N:5]=[C:4]([CH3:17])[N:3]=1.[CH2:18](OC(=O)CC(C1C=C([Cl:31])C=CC=1C)=O)C. (6) Given the product [CH:1]([C:3]1[CH:11]=[CH:10][C:6]([C:7]([Cl:14])=[O:8])=[CH:5][CH:4]=1)=[O:2], predict the reactants needed to synthesize it. The reactants are: [CH:1]([C:3]1[CH:11]=[CH:10][C:6]([C:7](O)=[O:8])=[CH:5][CH:4]=1)=[O:2].S(Cl)([Cl:14])=O. (7) Given the product [Cl:1][C:2]1[C:3]([C:9]2[CH:14]=[CH:13][C:12]([F:15])=[C:11]([NH:16][CH2:17][C:18]3([CH3:24])[CH2:23][CH2:22][O:21][CH2:20][CH2:19]3)[N:10]=2)=[CH:4][C:5]([NH2:26])=[N:6][CH:7]=1, predict the reactants needed to synthesize it. The reactants are: [Cl:1][C:2]1[C:3]([C:9]2[CH:14]=[CH:13][C:12]([F:15])=[C:11]([NH:16][CH2:17][C:18]3([CH3:24])[CH2:23][CH2:22][O:21][CH2:20][CH2:19]3)[N:10]=2)=[CH:4][C:5](F)=[N:6][CH:7]=1.[OH-].[NH4+:26].